From a dataset of Reaction yield outcomes from USPTO patents with 853,638 reactions. Predict the reaction yield, written as a fraction of the theoretical maximum amount of product (1.0 means a 100% yield; for example, 0.34 means a 34% yield). (1) The reactants are [C:1]([C:5]1[CH:6]=[CH:7][C:8]([C:11]([F:16])([F:15])[C:12]([OH:14])=O)=[N:9][CH:10]=1)([CH3:4])([CH3:3])[CH3:2].P(Cl)(Cl)(Cl)=O.Cl.[NH2:23][CH2:24][C:25]1[CH:26]=[C:27]2[C:31](=[CH:32][CH:33]=1)[C:30](=[O:34])[N:29]([CH:35]1[CH2:40][CH2:39][C:38](=[O:41])[NH:37][C:36]1=[O:42])[CH2:28]2.C(=O)(O)[O-].[Na+]. The catalyst is N1C=CC=CC=1. The product is [C:1]([C:5]1[CH:6]=[CH:7][C:8]([C:11]([F:16])([F:15])[C:12]([NH:23][CH2:24][C:25]2[CH:26]=[C:27]3[C:31](=[CH:32][CH:33]=2)[C:30](=[O:34])[N:29]([CH:35]2[CH2:40][CH2:39][C:38](=[O:41])[NH:37][C:36]2=[O:42])[CH2:28]3)=[O:14])=[N:9][CH:10]=1)([CH3:2])([CH3:3])[CH3:4]. The yield is 0.120. (2) The product is [CH3:33][O:32][C:30](=[O:31])[CH2:29][O:18][C:15]1[CH:14]=[CH:13][C:12]([CH2:11][CH2:10][CH2:9][CH2:8][NH:7][C:6]([O:5][C:1]([CH3:4])([CH3:2])[CH3:3])=[O:19])=[CH:17][CH:16]=1. The reactants are [C:1]([O:5][C:6](=[O:19])[NH:7][CH2:8][CH2:9][CH2:10][CH2:11][C:12]1[CH:17]=[CH:16][C:15]([OH:18])=[CH:14][CH:13]=1)([CH3:4])([CH3:3])[CH3:2].C(=O)([O-])[O-].[K+].[K+].[I-].[Na+].Br[CH2:29][C:30]([O:32][CH3:33])=[O:31]. The catalyst is CN(C=O)C.C(OCC)(=O)C. The yield is 1.00. (3) The yield is 0.600. The product is [C:1]([CH2:4][CH2:5][CH2:6][CH2:7][CH2:8][O:9][C:10]1[C:11]([C:24]2[CH:25]=[C:26]([CH:32]=[CH:33][C:34]([OH:36])=[O:35])[CH:27]=[CH:28][C:29]=2[O:30][CH3:31])=[CH:12][C:13]2[C:14]([CH3:23])([CH3:22])[CH2:15][CH2:16][C:17]([CH3:21])([CH3:20])[C:18]=2[CH:19]=1)(=[O:2])[NH2:45]. The reactants are [C:1]([CH2:4][CH2:5][CH2:6][CH2:7][CH2:8][O:9][C:10]1[C:11]([C:24]2[CH:25]=[C:26]([CH:32]=[CH:33][C:34]([O:36]CC)=[O:35])[CH:27]=[CH:28][C:29]=2[O:30][CH3:31])=[CH:12][C:13]2[C:14]([CH3:23])([CH3:22])[CH2:15][CH2:16][C:17]([CH3:21])([CH3:20])[C:18]=2[CH:19]=1)(O)=[O:2].C1([NH:45]C2CCCCC2)CCCCC1.S(Cl)(Cl)=O.C(N(CC)CC)C.N.Cl. The catalyst is ClCCl.C(OCC)C.C1COCC1.O. (4) The reactants are [S:1]1[CH:5]=[C:4]([CH2:6][N:7]([C@@H:41]([CH3:49])[CH:42]([O:46][CH2:47][CH3:48])[O:43][CH2:44][CH3:45])[C:8](=[O:40])[C@@H:9]([NH:22]C(=O)OCC2C3C=CC=CC=3C3C2=CC=CC=3)[CH2:10][C:11]2[CH:16]=[CH:15][C:14]([O:17][C:18]([CH3:21])([CH3:20])[CH3:19])=[CH:13][CH:12]=2)[C:3]2[CH:50]=[CH:51][CH:52]=[CH:53][C:2]1=2.N1CCCCC1. No catalyst specified. The product is [NH2:22][C@@H:9]([CH2:10][C:11]1[CH:16]=[CH:15][C:14]([O:17][C:18]([CH3:21])([CH3:19])[CH3:20])=[CH:13][CH:12]=1)[C:8]([N:7]([CH2:6][C:4]1[C:3]2[CH:50]=[CH:51][CH:52]=[CH:53][C:2]=2[S:1][CH:5]=1)[C@@H:41]([CH3:49])[CH:42]([O:46][CH2:47][CH3:48])[O:43][CH2:44][CH3:45])=[O:40]. The yield is 0.980. (5) The yield is 0.600. The reactants are Br[C:2]1[CH:3]=[C:4]2[C:9](=[CH:10][C:11]=1[Cl:12])[N:8]=[CH:7][N:6]=[C:5]2[N:13]1[CH2:18][CH2:17][N:16]([C:19]([O:21][C:22]([CH3:25])([CH3:24])[CH3:23])=[O:20])[CH2:15][CH2:14]1.[C:26]1(B(O)O)[CH:31]=[CH:30][CH:29]=[CH:28][CH:27]=1.C([O-])([O-])=O.[Na+].[Na+]. The catalyst is O1CCOCC1.C(OCC)(=O)C.C1C=CC([P]([Pd]([P](C2C=CC=CC=2)(C2C=CC=CC=2)C2C=CC=CC=2)([P](C2C=CC=CC=2)(C2C=CC=CC=2)C2C=CC=CC=2)[P](C2C=CC=CC=2)(C2C=CC=CC=2)C2C=CC=CC=2)(C2C=CC=CC=2)C2C=CC=CC=2)=CC=1. The product is [Cl:12][C:11]1[CH:10]=[C:9]2[C:4]([C:5]([N:13]3[CH2:18][CH2:17][N:16]([C:19]([O:21][C:22]([CH3:25])([CH3:24])[CH3:23])=[O:20])[CH2:15][CH2:14]3)=[N:6][CH:7]=[N:8]2)=[CH:3][C:2]=1[C:26]1[CH:31]=[CH:30][CH:29]=[CH:28][CH:27]=1. (6) The reactants are [CH3:1][S:2]([C:4]1[CH:9]=[CH:8][C:7]([C:10]2[C:14]3[CH:15]=[C:16]([C:19]([O:21]C)=O)[CH:17]=[CH:18][C:13]=3[O:12][CH:11]=2)=[CH:6][CH:5]=1)=[O:3].O.[NH2:24][NH2:25].[C:26](=[S:28])=S.C(N(CC)CC)C.Cl. The catalyst is CO.C(O)C.O. The product is [CH3:1][S:2]([C:4]1[CH:9]=[CH:8][C:7]([C:10]2[C:14]3[CH:15]=[C:16]([C:19]4[O:21][C:26]([SH:28])=[N:25][N:24]=4)[CH:17]=[CH:18][C:13]=3[O:12][CH:11]=2)=[CH:6][CH:5]=1)=[O:3]. The yield is 0.470. (7) The product is [CH3:1][O:2][C:3]([C:5]1[S:6][C:7]([C:30]#[C:31][C:32]([CH3:35])([CH3:34])[CH3:33])=[CH:8][C:9]=1[N:10]([C:11]([C@@H:13]1[CH2:18][CH2:17][C:16]([CH3:19])=[CH:15][CH2:14]1)=[O:12])[CH:20]1[CH2:21][CH2:22][C:23](=[O:24])[CH2:28][CH2:29]1)=[O:4]. The reactants are [CH3:1][O:2][C:3]([C:5]1[S:6][C:7]([C:30]#[C:31][C:32]([CH3:35])([CH3:34])[CH3:33])=[CH:8][C:9]=1[N:10]([CH:20]1[CH2:29][CH2:28][C:23]2(OCC[O:24]2)[CH2:22][CH2:21]1)[C:11]([C@@H:13]1[CH2:18][CH2:17][C:16]([CH3:19])=[CH:15][CH2:14]1)=[O:12])=[O:4].Cl.C(OCC)(=O)C. The catalyst is C1COCC1. The yield is 0.950. (8) The reactants are C([O:3][C:4]([C:6]([C:9]1([OH:20])[CH2:12][N:11]([C:13]([O:15][C:16]([CH3:19])([CH3:18])[CH3:17])=[O:14])[CH2:10]1)([CH3:8])[CH3:7])=O)C.CC(C[AlH]CC(C)C)C.[NH4+].[Cl-].C(OCC)(=O)C. The catalyst is C(Cl)Cl. The product is [OH:20][C:9]1([C:6]([CH3:8])([CH3:7])[CH2:4][OH:3])[CH2:12][N:11]([C:13]([O:15][C:16]([CH3:17])([CH3:18])[CH3:19])=[O:14])[CH2:10]1. The yield is 0.470. (9) The reactants are [C:1]1([C:7]([C:9]2[CH:14]=[CH:13][CH:12]=[CH:11][CH:10]=2)=[CH2:8])[CH:6]=[CH:5][CH:4]=[CH:3][CH:2]=1.[Br:15][C:16]1[CH:21]=[CH:20][C:19]([C:22](=[N+]=[N-])[C:23]([O:25][CH3:26])=[O:24])=[CH:18][CH:17]=1. No catalyst specified. The product is [Br:15][C:16]1[CH:21]=[CH:20][C:19]([C@:22]2([C:23]([O:25][CH3:26])=[O:24])[CH2:8][C:7]2([C:1]2[CH:6]=[CH:5][CH:4]=[CH:3][CH:2]=2)[C:9]2[CH:14]=[CH:13][CH:12]=[CH:11][CH:10]=2)=[CH:18][CH:17]=1. The yield is 0.880. (10) The reactants are CN1C=CN=C1.[CH:7]1([CH2:12][C@H:13]([CH2:30][N:31]([CH:39]=[O:40])[O:32][CH:33]2[CH2:38][CH2:37][CH2:36][CH2:35][O:34]2)[C:14]([N:16]2[CH:20]([C:21]([OH:23])=O)[CH2:19][CH2:18][N:17]2[C:24]([O:26][CH2:27][CH:28]=[CH2:29])=[O:25])=[O:15])[CH2:11][CH2:10][CH2:9][CH2:8]1.S(Cl)(C)(=O)=O.[CH3:46][O:47][C:48]1[CH:49]=[N:50][C:51]([NH2:54])=[N:52][CH:53]=1. The catalyst is ClCCl. The product is [CH:7]1([CH2:12][C@H:13]([CH2:30][N:31]([CH:39]=[O:40])[O:32][CH:33]2[CH2:38][CH2:37][CH2:36][CH2:35][O:34]2)[C:14]([N:16]2[C@H:20]([C:21]([NH:54][C:51]3[N:52]=[CH:53][C:48]([O:47][CH3:46])=[CH:49][N:50]=3)=[O:23])[CH2:19][CH2:18][N:17]2[C:24]([O:26][CH2:27][CH:28]=[CH2:29])=[O:25])=[O:15])[CH2:11][CH2:10][CH2:9][CH2:8]1. The yield is 0.440.